Predict which catalyst facilitates the given reaction. From a dataset of Catalyst prediction with 721,799 reactions and 888 catalyst types from USPTO. (1) Reactant: [C:1]1([N:7]2[C:19]3[CH:18]=[CH:17][C:16](B(O)O)=[CH:15][C:14]=3[C:13]3[C:8]2=[CH:9][CH:10]=[CH:11][CH:12]=3)[CH:6]=[CH:5][CH:4]=[CH:3][CH:2]=1.[Br:23][C:24]1[CH:25]=[C:26](I)[CH:27]=[CH:28][CH:29]=1.C(=O)([O-])[O-].[K+].[K+]. Product: [Br:23][C:24]1[CH:29]=[C:28]([C:16]2[CH:17]=[CH:18][C:19]3[N:7]([C:8]4[CH:9]=[CH:10][CH:11]=[CH:12][CH:13]=4)[C:1]4[C:6]([C:14]=3[CH:15]=2)=[CH:5][CH:4]=[CH:3][CH:2]=4)[CH:27]=[CH:26][CH:25]=1. The catalyst class is: 70. (2) Reactant: [CH2:1]([CH:3]([C:6]1[C:10]([CH2:11][CH2:12][C:13]([O:15][CH2:16][CH3:17])=[O:14])=[CH:9][NH:8][N:7]=1)[CH2:4][CH3:5])[CH3:2].Br[C:19]1[CH:24]=[CH:23][C:22]([Br:25])=[CH:21][N:20]=1.[H-].[Na+].Cl. Product: [Br:25][C:22]1[CH:23]=[CH:24][C:19]([N:8]2[CH:9]=[C:10]([CH2:11][CH2:12][C:13]([O:15][CH2:16][CH3:17])=[O:14])[C:6]([CH:3]([CH2:4][CH3:5])[CH2:1][CH3:2])=[N:7]2)=[N:20][CH:21]=1. The catalyst class is: 9. (3) Reactant: C(OC([C:6]1[NH:7][C:8]2[C:13]([CH:14]=1)=[CH:12][C:11]([Br:15])=[CH:10][C:9]=2[CH3:16])=O)C.[OH-].[K+]. Product: [Br:15][C:11]1[CH:12]=[C:13]2[C:8](=[C:9]([CH3:16])[CH:10]=1)[NH:7][CH:6]=[CH:14]2. The catalyst class is: 97. (4) Reactant: S(Cl)([Cl:3])=O.[OH:5][C:6]1[N:14]=[CH:13][CH:12]=[C:11]([I:15])[C:7]=1[C:8](O)=[O:9].CO. Product: [OH:5][C:6]1[N:14]=[CH:13][CH:12]=[C:11]([I:15])[C:7]=1[C:8]([Cl:3])=[O:9]. The catalyst class is: 4.